Predict the product of the given reaction. From a dataset of Forward reaction prediction with 1.9M reactions from USPTO patents (1976-2016). (1) The product is: [OH:31][C:26]1[CH:27]=[CH:28][CH:29]=[CH:30][C:25]=1[CH2:24][NH:23][C:21](=[O:22])[CH2:20][C:16]1[CH:17]=[CH:18][CH:19]=[C:14]([CH2:13][C@H:12]([NH:11][CH2:10][C@H:9]([OH:8])[C:33]2[CH:38]=[CH:37][C:36]([OH:39])=[C:35]([CH2:40][OH:41])[CH:34]=2)[CH3:32])[CH:15]=1. Given the reactants [Si]([O:8][C@H:9]([C:33]1[CH:38]=[CH:37][C:36]([OH:39])=[C:35]([CH2:40][OH:41])[CH:34]=1)[CH2:10][NH:11][C@H:12]([CH3:32])[CH2:13][C:14]1[CH:15]=[C:16]([CH2:20][C:21]([NH:23][CH2:24][C:25]2[CH:30]=[CH:29][CH:28]=[CH:27][C:26]=2[OH:31])=[O:22])[CH:17]=[CH:18][CH:19]=1)(C(C)(C)C)(C)C, predict the reaction product. (2) Given the reactants Br[CH2:2][CH2:3][N:4]1[C:12](=[O:13])[C:11]2[C:6](=[CH:7][CH:8]=[CH:9][CH:10]=2)[C:5]1=[O:14].[P:15]([O:20]C)([O:18][CH3:19])[O:16][CH3:17], predict the reaction product. The product is: [O:14]=[C:5]1[C:6]2[C:11](=[CH:10][CH:9]=[CH:8][CH:7]=2)[C:12](=[O:13])[N:4]1[CH2:3][CH2:2][P:15](=[O:20])([O:18][CH3:19])[O:16][CH3:17]. (3) Given the reactants [Cl:1][C:2]1[CH:3]=[C:4]([CH:6]=[CH:7][C:8]=1[O:9][C:10]1[C:19]2[C:14](=[CH:15][C:16]([O:22][CH3:23])=[C:17]([O:20][CH3:21])[CH:18]=2)[N:13]=[CH:12][N:11]=1)[NH2:5].C(N(CC)CC)C.ClC(Cl)(O[C:35](=[O:41])OC(Cl)(Cl)Cl)Cl.[NH2:43][C:44]1[S:48][N:47]=[C:46]([CH3:49])[CH:45]=1, predict the reaction product. The product is: [Cl:1][C:2]1[CH:3]=[C:4]([NH:5][C:35]([NH:43][C:44]2[S:48][N:47]=[C:46]([CH3:49])[CH:45]=2)=[O:41])[CH:6]=[CH:7][C:8]=1[O:9][C:10]1[C:19]2[C:14](=[CH:15][C:16]([O:22][CH3:23])=[C:17]([O:20][CH3:21])[CH:18]=2)[N:13]=[CH:12][N:11]=1. (4) The product is: [CH:4]1([CH2:7][N:8]2[CH2:25][CH2:24][C@@:15]34[C:16]5[C:17]([OH:23])=[CH:18][CH:19]=[CH:20][C:21]=5[CH2:22][C@@H:9]2[C@:10]3([O:27][CH2:28][CH2:29][CH2:30][C:31]2[CH:32]=[CH:33][CH:34]=[CH:35][CH:36]=2)[CH2:11][CH2:12][C:13](=[O:26])[CH2:14]4)[CH2:5][CH2:6]1. Given the reactants [NH4+].[Cl-].Cl.[CH:4]1([CH2:7][N:8]2[CH2:25][CH2:24][C@:15]34[C:16]5[C:17]6[O:23][C@H:14]3[C:13](=[O:26])[CH2:12][CH2:11][C@@:10]4([O:27][CH2:28][CH2:29][CH2:30][C:31]3[CH:36]=[CH:35][CH:34]=[CH:33][CH:32]=3)[C@H:9]2[CH2:22][C:21]=5[CH:20]=[CH:19][CH:18]=6)[CH2:6][CH2:5]1, predict the reaction product. (5) Given the reactants C1(N(C)[C:8]2[C:9](C)=[C:10]([CH:24]=[C:25]([C:27]3[CH:28]=[N:29][C:30]([CH:33]=O)=[CH:31][CH:32]=3)[CH:26]=2)[C:11]([NH:13]CC2C(=O)NC(C)=CC=2C)=[O:12])CCCCC1.[NH:37]1[CH2:42][CH2:41][O:40][CH2:39][CH2:38]1.C(O)(=O)C.C([BH3-])#N.[Na+], predict the reaction product. The product is: [O:40]1[CH2:41][CH2:42][N:37]([CH2:33][C:30]2[N:29]=[CH:28][C:27]([C:25]3[CH:26]=[CH:8][CH:9]=[C:10]([CH:24]=3)[C:11]([NH2:13])=[O:12])=[CH:32][CH:31]=2)[CH2:38][CH2:39]1. (6) Given the reactants N[C:2]1[CH:6]=[CH:5][NH:4]N=1.CC(O[C:12]([C:14]1[CH:19](C(C)C)[N:18]2[N:23]=[CH:24][CH:25]=[C:17]2[NH:16][C:15]=1[CH3:26])=[O:13])(C)C, predict the reaction product. The product is: [CH3:26][C:15]1[NH:16][C:17]2[N:18]([N:23]=[CH:24][CH:25]=2)[CH2:19][C:14]=1[C:12]([N:16]1[CH2:17][CH2:25][N:4]([C:5]2[CH:6]=[CH:2][CH:19]=[CH:14][CH:12]=2)[CH2:26][CH2:15]1)=[O:13]. (7) Given the reactants [CH3:1][O:2][C:3]1[CH:8]=[C:7]([O:9][CH3:10])[CH:6]=[CH:5][C:4]=1[C:11]([N:13]1[CH2:20][CH:19]2[CH:15]([CH2:16][NH:17][CH2:18]2)[CH2:14]1)=[O:12].Cl[C:22]1[S:23][C:24]2[CH:30]=[C:29]([CH3:31])[CH:28]=[CH:27][C:25]=2[N:26]=1, predict the reaction product. The product is: [CH3:1][O:2][C:3]1[CH:8]=[C:7]([O:9][CH3:10])[CH:6]=[CH:5][C:4]=1[C:11]([N:13]1[CH2:20][CH:19]2[CH2:18][N:17]([C:22]3[S:23][C:24]4[CH:30]=[C:29]([CH3:31])[CH:28]=[CH:27][C:25]=4[N:26]=3)[CH2:16][CH:15]2[CH2:14]1)=[O:12].